This data is from CYP3A4 inhibition data for predicting drug metabolism from PubChem BioAssay. The task is: Regression/Classification. Given a drug SMILES string, predict its absorption, distribution, metabolism, or excretion properties. Task type varies by dataset: regression for continuous measurements (e.g., permeability, clearance, half-life) or binary classification for categorical outcomes (e.g., BBB penetration, CYP inhibition). Dataset: cyp3a4_veith. (1) The compound is COc1ccccc1C(c1nnnn1C(C)(C)C)N1CCCc2ccccc21. The result is 1 (inhibitor). (2) The drug is CCNCCCNCCCCNCCCNCC. The result is 0 (non-inhibitor). (3) The drug is O=S(=O)(O)c1ccc2c(N=Nc3cccc4ccccc34)c(O)c(S(=O)(=O)O)cc2c1. The result is 0 (non-inhibitor). (4) The drug is COc1ccc(CNc2ncnc3ccc(-c4ccc5c(c4)OCO5)cc23)c(OC)c1. The result is 1 (inhibitor). (5) The result is 1 (inhibitor). The compound is O=C(CCCNS(=O)(=O)c1cccc2nsnc12)NCCc1ccccc1.